This data is from Catalyst prediction with 721,799 reactions and 888 catalyst types from USPTO. The task is: Predict which catalyst facilitates the given reaction. (1) Reactant: [Cl:1][C:2]1[CH:16]=[CH:15][C:5]([O:6][C:7]2[CH:14]=[CH:13][CH:12]=[CH:11][C:8]=2[CH2:9][NH2:10])=[CH:4][CH:3]=1.[CH:17]1([C:23]([N:25]2[CH2:30][CH2:29][C:28](=O)[CH2:27][CH2:26]2)=[O:24])[CH2:22][CH2:21][CH2:20][CH2:19][CH2:18]1.[BH-](OC(C)=O)(OC(C)=O)OC(C)=O.[Na+].C(O)(=O)C. Product: [Cl:1][C:2]1[CH:16]=[CH:15][C:5]([O:6][C:7]2[CH:14]=[CH:13][CH:12]=[CH:11][C:8]=2[CH2:9][NH:10][CH:28]2[CH2:29][CH2:30][N:25]([C:23]([CH:17]3[CH2:22][CH2:21][CH2:20][CH2:19][CH2:18]3)=[O:24])[CH2:26][CH2:27]2)=[CH:4][CH:3]=1. The catalyst class is: 26. (2) Reactant: C[O:2][C:3](=O)[C:4]([O:7][C:8]1[C:13]([N+:14]([O-])=O)=[CH:12][CH:11]=[C:10]([Br:17])[N:9]=1)([CH3:6])[CH3:5].[Sn].Cl. Product: [Br:17][C:10]1[CH:11]=[CH:12][C:13]2[NH:14][C:3](=[O:2])[C:4]([CH3:6])([CH3:5])[O:7][C:8]=2[N:9]=1. The catalyst class is: 6. (3) Reactant: [NH2:1][C:2]1[C:3]2[CH:10]=[CH:9][N:8]([C@@H:11]3[O:17][C@H:16]([CH2:18][OH:19])[C@@H:14]([OH:15])[C@@:12]3(C)[OH:13])[C:4]=2[N:5]=[CH:6][N:7]=1.[C:21](Cl)(=[O:23])[CH3:22]. Product: [NH2:1][C:2]1[C:3]2[CH:10]=[CH:9][N:8]([C@@H:11]3[O:17][C@H:16]([CH2:18][O:19][C:16](=[O:17])[CH3:18])[C@@H:14]([O:15][C:14](=[O:15])[CH2:12][CH3:11])[C@H:12]3[O:13][C:21](=[O:23])[CH3:22])[C:4]=2[N:5]=[CH:6][N:7]=1. The catalyst class is: 15. (4) Reactant: [OH:1][CH2:2][CH:3]([NH:11][C:12](=[O:18])[O:13][C:14]([CH3:17])([CH3:16])[CH3:15])[C:4]1[CH:9]=[CH:8][CH:7]=[C:6]([OH:10])[CH:5]=1.C([O-])([O-])=O.[K+].[K+].[CH2:25](Br)[C:26]1[CH:31]=[CH:30][CH:29]=[CH:28][CH:27]=1. Product: [CH2:25]([O:10][C:6]1[CH:5]=[C:4]([CH:3]([NH:11][C:12](=[O:18])[O:13][C:14]([CH3:15])([CH3:17])[CH3:16])[CH2:2][OH:1])[CH:9]=[CH:8][CH:7]=1)[C:26]1[CH:31]=[CH:30][CH:29]=[CH:28][CH:27]=1. The catalyst class is: 21. (5) The catalyst class is: 1. Product: [Br:11][C:8]1[CH:9]=[CH:10][C:5]([CH2:4][NH2:1])=[C:6]([F:13])[C:7]=1[F:12]. Reactant: [N:1]([CH2:4][C:5]1[CH:10]=[CH:9][C:8]([Br:11])=[C:7]([F:12])[C:6]=1[F:13])=[N+]=[N-].C1C=CC(P(C2C=CC=CC=2)C2C=CC=CC=2)=CC=1.O. (6) Reactant: C1(C)C=CC(S([O-])(=O)=O)=CC=1.[NH+]1C=CC=CC=1.[C:18]([O:26][CH:27]1[C:28]([O:70]C(OCC)C)([CH3:69])[CH2:29][CH2:30][CH:31]([O:63]C(OCC)C)[CH2:32][C:33]([O:35][CH:36](/[C:41](/[CH3:62])=[CH:42]/[CH:43]=[CH:44]/[CH:45]([CH3:61])[CH2:46][CH:47]2[O:60][CH:48]2[CH:49]([CH3:59])[CH:50]([O:53]C(OCC)C)[CH2:51][CH3:52])[CH:37]([CH3:40])[CH:38]=[CH:39]1)=[O:34])(=[O:25])[C:19]1[CH:24]=[CH:23][CH:22]=[CH:21][CH:20]=1. Product: [C:18]([O:26][CH:27]1[C:28]([OH:70])([CH3:69])[CH2:29][CH2:30][CH:31]([OH:63])[CH2:32][C:33]([O:35][CH:36](/[C:41](/[CH3:62])=[CH:42]/[CH:43]=[CH:44]/[CH:45]([CH3:61])[CH2:46][CH:47]2[O:60][CH:48]2[CH:49]([CH3:59])[CH:50]([OH:53])[CH2:51][CH3:52])[CH:37]([CH3:40])[CH:38]=[CH:39]1)=[O:34])(=[O:25])[C:19]1[CH:24]=[CH:23][CH:22]=[CH:21][CH:20]=1. The catalyst class is: 5. (7) Reactant: [CH2:1]1[C@@H:10]2[C@H:4]([CH2:5][CH2:6][NH:7][C:8]3[CH:14]=[CH:13][CH:12]=[CH:11][C:9]=32)[CH2:3][N:2]1[C:15]([O:17][C:18]([CH3:21])([CH3:20])[CH3:19])=[O:16].[Cl:22]N1C(=O)CCC1=O. Product: [Cl:22][C:14]1[C:8]2[NH:7][CH2:6][CH2:5][C@@H:4]3[CH2:3][N:2]([C:15]([O:17][C:18]([CH3:21])([CH3:20])[CH3:19])=[O:16])[CH2:1][C@H:10]3[C:9]=2[CH:11]=[CH:12][CH:13]=1. The catalyst class is: 9. (8) Reactant: [Cl:1][C:2]1[C:7]([NH:8][S:9]([CH2:12][Cl:13])(=[O:11])=[O:10])=[CH:6][C:5]([NH:14]C(=O)C)=[C:4]([F:18])[CH:3]=1.[OH-].[Na+]. Product: [NH2:14][C:5]1[C:4]([F:18])=[CH:3][C:2]([Cl:1])=[C:7]([NH:8][S:9]([CH2:12][Cl:13])(=[O:11])=[O:10])[CH:6]=1. The catalyst class is: 33.